Dataset: Catalyst prediction with 721,799 reactions and 888 catalyst types from USPTO. Task: Predict which catalyst facilitates the given reaction. (1) Reactant: [N+:1]([C:4]1[CH:5]=[C:6]2[C:10](=[CH:11][CH:12]=1)[N:9]([CH2:13][CH2:14][N:15]1[CH2:19][CH2:18][CH2:17][CH2:16]1)[CH:8]=[CH:7]2)([O-])=O.ClCCl.CO.N. Product: [NH2:1][C:4]1[CH:5]=[C:6]2[C:10](=[CH:11][CH:12]=1)[N:9]([CH2:13][CH2:14][N:15]1[CH2:19][CH2:18][CH2:17][CH2:16]1)[CH:8]=[CH:7]2. The catalyst class is: 1. (2) Reactant: [C:1]([O:5][C:6](=[O:23])[NH:7][C:8]1[CH:13]=[CH:12][C:11]([CH2:14][CH2:15][CH2:16][CH2:17][N:18]2[CH:22]=[CH:21][N:20]=[N:19]2)=[CH:10][CH:9]=1)([CH3:4])([CH3:3])[CH3:2].[H-].[Na+].Cl[CH2:27][C:28]1[N:29]=[C:30]([CH:33]=[CH:34][C:35]2[CH:40]=[CH:39][C:38]([S:41]([C:43]([F:46])([F:45])[F:44])=[O:42])=[CH:37][CH:36]=2)[O:31][CH:32]=1.[Cl-].[NH4+]. Product: [C:1]([O:5][C:6](=[O:23])[N:7]([C:8]1[CH:13]=[CH:12][C:11]([CH2:14][CH2:15][CH2:16][CH2:17][N:18]2[CH:22]=[CH:21][N:20]=[N:19]2)=[CH:10][CH:9]=1)[CH2:27][C:28]1[N:29]=[C:30](/[CH:33]=[CH:34]/[C:35]2[CH:36]=[CH:37][C:38]([S:41]([C:43]([F:46])([F:44])[F:45])=[O:42])=[CH:39][CH:40]=2)[O:31][CH:32]=1)([CH3:4])([CH3:2])[CH3:3]. The catalyst class is: 9. (3) Reactant: [Cl:1][C:2]1[CH:3]=[CH:4][C:5]([O:12][CH2:13][C:14]([N:16]2[CH2:21][C@H:20]([CH3:22])[N:19]([CH2:23][C:24]3[CH:29]=[CH:28][C:27]([F:30])=[CH:26][CH:25]=3)[CH2:18][C@H:17]2[CH3:31])=[O:15])=[C:6]([S:8]([NH2:11])(=[O:10])=[O:9])[CH:7]=1.C(N(CC)CC)C.Cl[C:40]([C:42]([O:45][C:46](=[O:48])[CH3:47])([CH3:44])[CH3:43])=[O:41].Cl. Product: [Cl:1][C:2]1[CH:3]=[CH:4][C:5]([O:12][CH2:13][C:14]([N:16]2[CH2:21][C@H:20]([CH3:22])[N:19]([CH2:23][C:24]3[CH:25]=[CH:26][C:27]([F:30])=[CH:28][CH:29]=3)[CH2:18][C@H:17]2[CH3:31])=[O:15])=[C:6]([S:8]([NH:11][C:40](=[O:41])[C:42]([O:45][C:46](=[O:48])[CH3:47])([CH3:44])[CH3:43])(=[O:9])=[O:10])[CH:7]=1. The catalyst class is: 112. (4) Reactant: [N:1]1[CH:6]=[CH:5][CH:4]=[C:3]([C:7]2[CH:15]=[CH:14][CH:13]=[C:12]3[C:8]=2[CH2:9][C:10](=[O:16])[NH:11]3)[CH:2]=1.[CH2:17]([N:19]([CH2:34][CH3:35])[CH2:20][CH2:21][NH:22][C:23]([C:25]1[C:29]([CH3:30])=[C:28]([CH:31]=O)[NH:27][C:26]=1[CH3:33])=[O:24])[CH3:18].N1CCCCC1.O. Product: [CH2:34]([N:19]([CH2:17][CH3:18])[CH2:20][CH2:21][NH:22][C:23]([C:25]1[C:29]([CH3:30])=[C:28]([CH:31]=[C:9]2[C:8]3[C:12](=[CH:13][CH:14]=[CH:15][C:7]=3[C:3]3[CH:2]=[N:1][CH:6]=[CH:5][CH:4]=3)[NH:11][C:10]2=[O:16])[NH:27][C:26]=1[CH3:33])=[O:24])[CH3:35]. The catalyst class is: 8. (5) Reactant: [C:1]([N:4]1[C:13]2[C:8](=[CH:9][C:10]([C:14]3[CH:19]=[CH:18][C:17]([CH2:20][C:21](O)=[O:22])=[CH:16][CH:15]=3)=[CH:11][CH:12]=2)[C@H:7]([NH:24][C:25]2[CH:30]=[CH:29][C:28]([C:31]#[N:32])=[CH:27][N:26]=2)[CH2:6][C@@H:5]1[CH3:33])(=[O:3])[CH3:2].[Li].[CH3:35][N:36]([CH3:40])[CH2:37][CH2:38][NH2:39].CN(C(ON1N=NC2C=CC=NC1=2)=[N+](C)C)C.F[P-](F)(F)(F)(F)F.CCN(C(C)C)C(C)C. Product: [C:1]([N:4]1[C:13]2[C:8](=[CH:9][C:10]([C:14]3[CH:15]=[CH:16][C:17]([CH2:20][C:21]([NH:39][CH2:38][CH2:37][N:36]([CH3:40])[CH3:35])=[O:22])=[CH:18][CH:19]=3)=[CH:11][CH:12]=2)[C@H:7]([NH:24][C:25]2[CH:30]=[CH:29][C:28]([C:31]#[N:32])=[CH:27][N:26]=2)[CH2:6][C@@H:5]1[CH3:33])(=[O:3])[CH3:2]. The catalyst class is: 173. (6) Reactant: F[C:2]1[CH:3]=[CH:4][C:5]([CH:8]=[O:9])=[N:6][CH:7]=1.[F:10][CH:11]1[CH2:16][CH2:15][NH:14][CH2:13][CH2:12]1.C(=O)([O-])[O-].[K+].[K+]. Product: [F:10][CH:11]1[CH2:16][CH2:15][N:14]([C:2]2[CH:3]=[CH:4][C:5]([CH:8]=[O:9])=[N:6][CH:7]=2)[CH2:13][CH2:12]1. The catalyst class is: 9.